From a dataset of Forward reaction prediction with 1.9M reactions from USPTO patents (1976-2016). Predict the product of the given reaction. (1) The product is: [Cl:1][C:2]1[CH:24]=[CH:23][C:5]([C:6]2[C:8]3[CH:13]=[C:12]([O:14][C:15]([F:18])([F:17])[F:16])[CH:11]=[CH:10][C:9]=3[CH2:19][C:20]([CH3:21])=[N:27][N:26]=2)=[CH:4][CH:3]=1. Given the reactants [Cl:1][C:2]1[CH:24]=[CH:23][C:5]([C:6]([C:8]2[CH:13]=[C:12]([O:14][C:15]([F:18])([F:17])[F:16])[CH:11]=[CH:10][C:9]=2[CH2:19][C:20](=O)[CH3:21])=O)=[CH:4][CH:3]=1.O.[NH2:26][NH2:27].O, predict the reaction product. (2) Given the reactants [C:1]([C:5]1[CH:6]=[C:7]([NH:20][C:21](=[O:51])[NH:22][CH2:23][C:24]2[CH:50]=[CH:49][CH:48]=[CH:47][C:25]=2[CH2:26][O:27][C:28]2[CH:33]=[C:32]([CH3:34])[N:31]([C:35]3[CH:36]=[C:37]([CH:41]=[CH:42][C:43]=3[CH3:44])[C:38](O)=[O:39])[C:30](=[O:45])[C:29]=2[Cl:46])[N:8]([C:10]2[CH:15]=[CH:14][CH:13]=[C:12]([O:16][CH2:17][CH2:18][OH:19])[CH:11]=2)[N:9]=1)([CH3:4])([CH3:3])[CH3:2].[CH3:52][NH2:53], predict the reaction product. The product is: [C:1]([C:5]1[CH:6]=[C:7]([NH:20][C:21](=[O:51])[NH:22][CH2:23][C:24]2[CH:50]=[CH:49][CH:48]=[CH:47][C:25]=2[CH2:26][O:27][C:28]2[CH:33]=[C:32]([CH3:34])[N:31]([C:35]3[CH:36]=[C:37]([CH:41]=[CH:42][C:43]=3[CH3:44])[C:38]([NH:53][CH3:52])=[O:39])[C:30](=[O:45])[C:29]=2[Cl:46])[N:8]([C:10]2[CH:15]=[CH:14][CH:13]=[C:12]([O:16][CH2:17][CH2:18][OH:19])[CH:11]=2)[N:9]=1)([CH3:3])([CH3:2])[CH3:4]. (3) The product is: [CH3:33][N:34]([CH:36]=[C:7]1[C:6](=[O:8])[CH2:5][N:4]([C:9]([O:11][C:12]([CH3:15])([CH3:14])[CH3:13])=[O:10])[CH2:3][C:2]1=[O:1])[CH3:35]. Given the reactants [O:1]=[C:2]1[CH2:7][C:6](=[O:8])[CH2:5][N:4]([C:9]([O:11][C:12]([CH3:15])([CH3:14])[CH3:13])=[O:10])[CH2:3]1.O(C(OC(C)(C)C)=O)C(OC(C)(C)C)=O.CO[CH:33](OC)[N:34]([CH3:36])[CH3:35], predict the reaction product. (4) Given the reactants [O:1]=[C:2]1[N:10]([CH2:11][CH2:12][CH3:13])[C:9]2[N:8]=[C:7]([C:14]3[CH2:20][CH:19]4[CH:21]([C:22]([OH:24])=[O:23])[CH:16]([CH2:17][CH2:18]4)[CH:15]=3)[NH:6][C:5]=2[C:4](=[O:25])[N:3]1[CH2:26][CH2:27][CH3:28], predict the reaction product. The product is: [O:1]=[C:2]1[N:10]([CH2:11][CH2:12][CH3:13])[C:9]2[N:8]=[C:7]([CH:14]3[CH2:20][CH:19]4[CH:21]([C:22]([OH:24])=[O:23])[CH:16]([CH2:17][CH2:18]4)[CH2:15]3)[NH:6][C:5]=2[C:4](=[O:25])[N:3]1[CH2:26][CH2:27][CH3:28]. (5) Given the reactants [Cl:1][C:2]1[CH:7]=[CH:6][C:5]([C@@H:8]2[C@:10]3([C:18]4[C:13](=[CH:14][CH:15]=[CH:16][CH:17]=4)[N:12]([CH2:19][CH:20]=O)[C:11]3=[O:22])[CH2:9]2)=[CH:4][CH:3]=1.[CH:23]([N:26]1[CH2:31][CH2:30][NH:29][CH2:28][CH2:27]1)([CH3:25])[CH3:24].C(O)(=O)C.[BH-](OC(C)=O)(OC(C)=O)OC(C)=O.[Na+], predict the reaction product. The product is: [Cl:1][C:2]1[CH:7]=[CH:6][C:5]([C@H:8]2[C@@:10]3([C:18]4[C:13](=[CH:14][CH:15]=[CH:16][CH:17]=4)[N:12]([CH2:19][CH2:20][N:29]4[CH2:30][CH2:31][N:26]([CH:23]([CH3:25])[CH3:24])[CH2:27][CH2:28]4)[C:11]3=[O:22])[CH2:9]2)=[CH:4][CH:3]=1. (6) Given the reactants Br[CH2:2][C:3]([O:5][CH3:6])=[O:4].[C:7]1([CH2:13][CH2:14][NH2:15])[CH2:12][CH2:11][CH2:10][CH2:9][CH:8]=1, predict the reaction product. The product is: [CH:8]1[CH2:9][CH2:10][CH2:11][CH2:12][C:7]=1[CH2:13][CH2:14][NH:15][CH2:2][C:3]([O:5][CH3:6])=[O:4]. (7) Given the reactants [Li].[F:2][CH:3]([F:21])[O:4][C:5]1[CH:6]=[C:7]([C:11]([O-])=[CH:12][C:13](=O)[C:14]([O:16]CC)=[O:15])[CH:8]=[N:9][CH:10]=1.ClC1C=C(C2N(C3C=CC=CN=3)N=C(C(O)=O)C=2)C=C(F)C=1.Cl.[Cl:45][C:46]1[CH:47]=[C:48]([NH:53][NH2:54])[CH:49]=[CH:50][C:51]=1[F:52], predict the reaction product. The product is: [Cl:45][C:46]1[CH:47]=[C:48]([N:53]2[C:11]([C:7]3[CH:8]=[N:9][CH:10]=[C:5]([O:4][CH:3]([F:2])[F:21])[CH:6]=3)=[CH:12][C:13]([C:14]([OH:16])=[O:15])=[N:54]2)[CH:49]=[CH:50][C:51]=1[F:52].